Dataset: Full USPTO retrosynthesis dataset with 1.9M reactions from patents (1976-2016). Task: Predict the reactants needed to synthesize the given product. (1) The reactants are: [CH3:1][C:2]1[CH:3]=[N:4][C:5]([CH2:11][S+:12]([O-:24])[C:13]2[NH:14][C:15]3[CH:16]=[CH:17][C:18]([O:22][CH3:23])=[CH:19][C:20]=3[N:21]=2)=[C:6]([CH3:10])[C:7]=1[O:8][CH3:9].C1(C)C=CC=CC=1.[CH:32]1[CH:37]=[C:36]2[CH:38]=[CH:39][C:40]([OH:53])=[C:41]([C:42]3[C:51]4[C:46](=[CH:47][CH:48]=[CH:49][CH:50]=4)[CH:45]=[CH:44][C:43]=3[OH:52])[C:35]2=[CH:34][CH:33]=1. Given the product [CH3:1][C:2]1[C:7]([O:8][CH3:9])=[C:6]([CH3:10])[C:5]([CH2:11][S@@:12]([C:13]2[NH:21][C:20]3[CH:19]=[C:18]([O:22][CH3:23])[CH:17]=[CH:16][C:15]=3[N:14]=2)=[O:24])=[N:4][CH:3]=1.[CH:48]1[CH:47]=[C:46]2[CH:45]=[CH:44][C:43]([OH:52])=[C:42]([C:41]3[C:35]4[C:36](=[CH:37][CH:32]=[CH:33][CH:34]=4)[CH:38]=[CH:39][C:40]=3[OH:53])[C:51]2=[CH:50][CH:49]=1, predict the reactants needed to synthesize it. (2) The reactants are: Br[C:2]1[CH:3]=[C:4]([C:16]([F:19])([F:18])[F:17])[C:5]2[N:6]([C:8]([Cl:15])=[C:9]([C:11]([O:13][CH3:14])=[O:12])[N:10]=2)[CH:7]=1.C([O-])(=[O:22])C.[K+].B1(B2OC(C)(C)C(C)(C)O2)OC(C)(C)C(C)(C)O1.C(O)(=O)C.OO. Given the product [Cl:15][C:8]1[N:6]2[CH:7]=[C:2]([OH:22])[CH:3]=[C:4]([C:16]([F:19])([F:18])[F:17])[C:5]2=[N:10][C:9]=1[C:11]([O:13][CH3:14])=[O:12], predict the reactants needed to synthesize it. (3) Given the product [Cl:12][C:13]1[CH:18]=[CH:17][CH:16]=[C:15]([Cl:19])[C:14]=1[N:20]1[CH:31]=[C:30]([C:32]#[C:33][CH2:34][NH:35][C:36](=[O:42])[O:37][C:38]([CH3:41])([CH3:40])[CH3:39])[C:23]2[N:24]=[C:25]([NH:63][C:62]3[CH:61]=[CH:60][C:59]([N:56]4[CH2:57][CH2:58][O:53][CH2:54][CH2:55]4)=[CH:65][CH:64]=3)[N:26]=[CH:27][C:22]=2[C:21]1=[O:43], predict the reactants needed to synthesize it. The reactants are: C1C=C(Cl)C=C(C(OO)=O)C=1.[Cl:12][C:13]1[CH:18]=[CH:17][CH:16]=[C:15]([Cl:19])[C:14]=1[N:20]1[CH:31]=[C:30]([C:32]#[C:33][CH2:34][NH:35][C:36](=[O:42])[O:37][C:38]([CH3:41])([CH3:40])[CH3:39])[C:23]2[N:24]=[C:25](SC)[N:26]=[CH:27][C:22]=2[C:21]1=[O:43].CCN(C(C)C)C(C)C.[O:53]1[CH2:58][CH2:57][N:56]([C:59]2[CH:65]=[CH:64][C:62]([NH2:63])=[CH:61][CH:60]=2)[CH2:55][CH2:54]1. (4) Given the product [F:1][C:2]1[CH:17]=[CH:16][C:5]2[C:6]([N:9]3[CH2:14][CH2:13][N:12]([CH2:23][CH2:24][CH:25]4[C:30]5[CH:31]=[CH:32][C:33]([C:35]([NH2:37])=[O:36])=[CH:34][C:29]=5[CH2:28][CH2:27][O:26]4)[C@@H:11]([CH3:15])[CH2:10]3)=[CH:7][S:8][C:4]=2[CH:3]=1, predict the reactants needed to synthesize it. The reactants are: [F:1][C:2]1[CH:17]=[CH:16][C:5]2[C:6]([N:9]3[CH2:14][CH2:13][NH:12][C@@H:11]([CH3:15])[CH2:10]3)=[CH:7][S:8][C:4]=2[CH:3]=1.CS(O[CH2:23][CH2:24][CH:25]1[C:30]2[CH:31]=[CH:32][C:33]([C:35]([NH2:37])=[O:36])=[CH:34][C:29]=2[CH2:28][CH2:27][O:26]1)(=O)=O. (5) Given the product [C:5]([O:9][C:10]([N:12]1[CH2:17][CH2:16][N:15]([CH:2]([CH3:4])[CH3:1])[CH2:14][CH2:13]1)=[O:11])([CH3:8])([CH3:6])[CH3:7], predict the reactants needed to synthesize it. The reactants are: [CH3:1][C:2]([CH3:4])=O.[C:5]([O:9][C:10]([N:12]1[CH2:17][CH2:16][NH:15][CH2:14][CH2:13]1)=[O:11])([CH3:8])([CH3:7])[CH3:6].[H][H]. (6) Given the product [C:17]([O:16][C@@H:15]1[C@@H:20]([O:21][C:22](=[O:24])[CH3:23])[C@@H:25]([O:26][C:27](=[O:29])[CH3:28])[C@@H:30]([CH2:32][O:33][C:34](=[O:36])[CH3:35])[O:31][C@H:14]1[O:13][CH2:10][CH2:11][Br:37])(=[O:19])[CH3:18], predict the reactants needed to synthesize it. The reactants are: B(F)(F)F.CCOCC.[C:10]([O:13][CH:14]1[O:31][C@H:30]([CH2:32][O:33][C:34](=[O:36])[CH3:35])[C@H:25]([O:26][C:27](=[O:29])[CH3:28])[C@H:20]([O:21][C:22](=[O:24])[CH3:23])[C@H:15]1[O:16][C:17](=[O:19])[CH3:18])(=O)[CH3:11].[Br:37]CCO. (7) Given the product [F:1][C:2]1[CH:3]=[CH:4][C:5]([C:8]2[N:9]([Si:32]([CH:39]([CH3:41])[CH3:40])([CH:36]([CH3:38])[CH3:37])[CH:33]([CH3:35])[CH3:34])[CH:10]=[CH:11][C:12]=2[C:13]2[CH:18]=[CH:17][N:16]=[CH:15][CH:14]=2)=[CH:6][CH:7]=1, predict the reactants needed to synthesize it. The reactants are: [F:1][C:2]1[CH:7]=[CH:6][C:5]([C:8]2[NH:9][CH:10]=[CH:11][C:12]=2[C:13]2[CH:18]=[CH:17][N:16]=[CH:15][CH:14]=2)=[CH:4][CH:3]=1.C([Li])CCC.O([Si:32]([CH:39]([CH3:41])[CH3:40])([CH:36]([CH3:38])[CH3:37])[CH:33]([CH3:35])[CH3:34])S(C(F)(F)F)(=O)=O.C(=O)([O-])O.[Na+]. (8) Given the product [Br:1][C:2]1[CH:3]=[C:4]([CH2:8][NH:9][S:15]([CH:12]([CH3:14])[CH3:13])(=[O:17])=[O:16])[CH:5]=[N:6][CH:7]=1, predict the reactants needed to synthesize it. The reactants are: [Br:1][C:2]1[CH:3]=[C:4]([CH2:8][NH2:9])[CH:5]=[N:6][CH:7]=1.[H-].[Na+].[CH:12]([S:15](Cl)(=[O:17])=[O:16])([CH3:14])[CH3:13].C(O)(=O)C. (9) Given the product [CH2:23]([NH:30][C:31](=[O:32])[N:21]([C:17]1[CH:16]=[C:15]([C:12]2[CH:13]=[CH:14][C:9](/[CH:8]=[C:2](\[CH3:1])/[C:3]([O:5][CH2:6][CH3:7])=[O:4])=[CH:10][CH:11]=2)[CH:20]=[CH:19][CH:18]=1)[CH3:22])[CH2:24][CH2:25][CH2:26][CH2:27][CH2:28][CH3:29], predict the reactants needed to synthesize it. The reactants are: [CH3:1]/[C:2](=[CH:8]\[C:9]1[CH:14]=[CH:13][C:12]([C:15]2[CH:20]=[CH:19][CH:18]=[C:17]([NH:21][CH3:22])[CH:16]=2)=[CH:11][CH:10]=1)/[C:3]([O:5][CH2:6][CH3:7])=[O:4].[CH2:23]([N:30]=[C:31]=[O:32])[CH2:24][CH2:25][CH2:26][CH2:27][CH2:28][CH3:29].